From a dataset of Full USPTO retrosynthesis dataset with 1.9M reactions from patents (1976-2016). Predict the reactants needed to synthesize the given product. (1) Given the product [C:1]([O:5][C:6]([N:8]1[CH2:13][CH2:12][N:11]([C:14]2[CH:19]=[CH:18][C:17]([O:20][CH2:21][CH2:22][CH2:23][O:24][CH2:25][C:26]3[CH:31]=[CH:30][CH:29]=[CH:28][C:27]=3[O:32][CH3:33])=[CH:16][CH:15]=2)[C@@H:10]([CH:34]([O:38][C:39]2[CH:48]=[C:47]3[C:42]([CH2:43][CH2:44][CH2:45][NH:46]3)=[CH:41][CH:40]=2)[CH2:35][CH2:36][NH:37][C:51](=[O:52])[CH3:50])[CH2:9]1)=[O:7])([CH3:4])([CH3:2])[CH3:3], predict the reactants needed to synthesize it. The reactants are: [C:1]([O:5][C:6]([N:8]1[CH2:13][CH2:12][N:11]([C:14]2[CH:19]=[CH:18][C:17]([O:20][CH2:21][CH2:22][CH2:23][O:24][CH2:25][C:26]3[CH:31]=[CH:30][CH:29]=[CH:28][C:27]=3[O:32][CH3:33])=[CH:16][CH:15]=2)[C@@H:10]([CH:34]([O:38][C:39]2[CH:48]=[C:47]3[C:42]([CH2:43][CH2:44][CH2:45][NH:46]3)=[CH:41][CH:40]=2)[CH2:35][C:36]#[N:37])[CH2:9]1)=[O:7])([CH3:4])([CH3:3])[CH3:2].C1C[O:52][CH2:51][CH2:50]1. (2) The reactants are: CS[C:3]([S:9][CH3:10])=[C:4]([C:7]#[N:8])[C:5]#[N:6].[C:11]([C:15]1[CH:21]=[CH:20][C:18]([NH2:19])=[CH:17][CH:16]=1)([CH3:14])([CH3:13])[CH3:12]. Given the product [C:11]([C:15]1[CH:16]=[CH:17][C:18]([NH:19][C:3](=[C:4]([C:7]#[N:8])[C:5]#[N:6])[S:9][CH3:10])=[CH:20][CH:21]=1)([CH3:14])([CH3:12])[CH3:13], predict the reactants needed to synthesize it. (3) Given the product [F:10][C:7]1[CH:8]=[CH:9][C:2]([O:14][CH2:13][C:12]([F:16])([F:15])[F:11])=[C:3]([CH:6]=1)[C:4]#[N:5], predict the reactants needed to synthesize it. The reactants are: F[C:2]1[CH:9]=[CH:8][C:7]([F:10])=[CH:6][C:3]=1[C:4]#[N:5].[F:11][C:12]([F:16])([F:15])[CH2:13][OH:14]. (4) Given the product [Cl:1][C:2]1[CH:3]=[C:4]([CH:10]=[CH:11][C:12]=1[CH2:13][CH:14]([CH3:16])[CH3:15])[C:5]([OH:7])=[O:6], predict the reactants needed to synthesize it. The reactants are: [Cl:1][C:2]1[CH:3]=[C:4]([CH:10]=[CH:11][C:12]=1[CH2:13][CH:14]([CH3:16])[CH3:15])[C:5]([O:7]CC)=[O:6].[OH-].[Na+]. (5) The reactants are: [S:1]([N:5]=[C:6]=O)N=C=O.[Na].[N:9]1C=CC=C[CH:10]=1.[O:15]1[C:19]2([CH2:24][CH2:23][CH2:22][CH2:21][CH2:20]2)[O:18][CH2:17][CH:16]1C(Cl)=N.[Br:28][C:29]1[CH:30]=[C:31]([O:36][C:37]2[C:38]([CH3:43])=[N:39][CH:40]=[CH:41][CH:42]=2)[C:32]([NH2:35])=[N:33][CH:34]=1. Given the product [Br:28][C:29]1[CH:30]=[C:31]([O:36][C:37]2[C:38]([CH3:43])=[N:39][CH:40]=[CH:41][CH:42]=2)[C:32]([NH:35][C:10]2[S:1][N:5]=[C:6]([C@H:17]3[CH2:16][O:15][C:19]4([CH2:20][CH2:21][CH2:22][CH2:23][CH2:24]4)[O:18]3)[N:9]=2)=[N:33][CH:34]=1, predict the reactants needed to synthesize it. (6) Given the product [Cl:1][C:2]1[C:3]([N:12]2[CH:16]=[C:15]([CH:17]([NH:26][C:27]3[CH:28]=[CH:29][C:30]([C:33]([NH:35][CH2:36][CH2:37][C:38]([OH:40])=[O:39])=[O:34])=[CH:31][CH:32]=3)[CH:19]3[CH2:24][CH2:23][CH2:22][CH2:21][CH2:20]3)[C:14]([CH3:25])=[N:13]2)=[N:4][CH:5]=[C:6]([C:8]([F:11])([F:10])[F:9])[CH:7]=1, predict the reactants needed to synthesize it. The reactants are: [Cl:1][C:2]1[C:3]([N:12]2[CH:16]=[C:15]([CH:17]([CH:19]3[CH2:24][CH2:23][CH2:22][CH2:21][CH2:20]3)O)[C:14]([CH3:25])=[N:13]2)=[N:4][CH:5]=[C:6]([C:8]([F:11])([F:10])[F:9])[CH:7]=1.[NH2:26][C:27]1[CH:32]=[CH:31][C:30]([C:33]([NH:35][CH2:36][CH2:37][C:38]([O:40]CC)=[O:39])=[O:34])=[CH:29][CH:28]=1.